This data is from Forward reaction prediction with 1.9M reactions from USPTO patents (1976-2016). The task is: Predict the product of the given reaction. (1) Given the reactants [I:1][C:2]1[CH:3]=[C:4]2[C:9](=[CH:10][CH:11]=1)[C@H:8]([CH2:12][NH2:13])[CH2:7][CH2:6][CH2:5]2.[CH2:14]([CH:16]1[O:18][CH2:17]1)Br, predict the reaction product. The product is: [I:1][C:2]1[CH:3]=[C:4]2[C:9](=[CH:10][CH:11]=1)[C@H:8]([CH2:12][N:13]1[CH2:17][CH:16]([OH:18])[CH2:14]1)[CH2:7][CH2:6][CH2:5]2. (2) Given the reactants CN1CCN(C([O:10][CH:11]2[N:20]([C:21]3[CH:26]=[CH:25][C:24]([Cl:27])=[CH:23][N:22]=3)[C:18](=[O:19])[C:17]3[C:12]2=[N:13][CH:14]=[CH:15][N:16]=3)=O)CC1.Cl, predict the reaction product. The product is: [Cl:27][C:24]1[CH:25]=[CH:26][C:21]([N:20]2[CH:11]([OH:10])[C:12]3[C:17](=[N:16][CH:15]=[CH:14][N:13]=3)[C:18]2=[O:19])=[N:22][CH:23]=1. (3) Given the reactants [C:1]([C:5]1[CH:10]=[CH:9][C:8]([C:11]2[CH:12]=[C:13]3[C:17](=[CH:18][CH:19]=2)[N:16]([C:20]2[CH:25]=[CH:24][C:23]([O:26][CH:27]4[CH2:31][CH2:30][CH2:29][CH2:28]4)=[CH:22][CH:21]=2)[C:15]([C:32](Cl)=[O:33])=[CH:14]3)=[CH:7][CH:6]=1)([CH3:4])([CH3:3])[CH3:2].[NH2:35][C:36]1[S:37][C:38]([C:41]([F:44])([F:43])[F:42])=[N:39][N:40]=1, predict the reaction product. The product is: [F:42][C:41]([F:44])([F:43])[C:38]1[S:37][C:36]([NH:35][C:32]([C:15]2[N:16]([C:20]3[CH:21]=[CH:22][C:23]([O:26][CH:27]4[CH2:28][CH2:29][CH2:30][CH2:31]4)=[CH:24][CH:25]=3)[C:17]3[C:13]([CH:14]=2)=[CH:12][C:11]([C:8]2[CH:9]=[CH:10][C:5]([C:1]([CH3:4])([CH3:2])[CH3:3])=[CH:6][CH:7]=2)=[CH:19][CH:18]=3)=[O:33])=[N:40][N:39]=1. (4) Given the reactants [Cl:1][C:2]1[CH:8]=[CH:7][C:5]([NH2:6])=[CH:4][CH:3]=1.[Br:9][CH:10]([CH3:14])[C:11](Cl)=[O:12], predict the reaction product. The product is: [Br:9][CH:10]([CH3:14])[C:11]([NH:6][C:5]1[CH:7]=[CH:8][C:2]([Cl:1])=[CH:3][CH:4]=1)=[O:12]. (5) Given the reactants [N:1]1[C:10]2[C:5](=[CH:6][CH:7]=[CH:8][CH:9]=2)[CH:4]=[CH:3][C:2]=1/[CH:11]=[CH:12]/[C:13]1[N:14]=[C:15]2[C:20]([N:21]3[CH2:26][CH2:25][O:24][CH2:23][CH2:22]3)=[CH:19][CH:18]=[N:17][N:16]2[CH:27]=1.Br[C:29]1[CH:30]=[CH:31][C:32]([CH2:35][CH2:36][C:37]([O:39][CH2:40][CH3:41])=[O:38])=[N:33][CH:34]=1.N#N.CC([O-])=O.[K+].C1C=CC(P(C2C=CC=CC=2)C2C=CC=CC=2)=CC=1, predict the reaction product. The product is: [O:24]1[CH2:23][CH2:22][N:21]([C:20]2[C:15]3[N:16]([C:27]([C:29]4[CH:30]=[CH:31][C:32]([CH2:35][CH2:36][C:37]([O:39][CH2:40][CH3:41])=[O:38])=[N:33][CH:34]=4)=[C:13](/[CH:12]=[CH:11]/[C:2]4[CH:3]=[CH:4][C:5]5[C:10](=[CH:9][CH:8]=[CH:7][CH:6]=5)[N:1]=4)[N:14]=3)[N:17]=[CH:18][CH:19]=2)[CH2:26][CH2:25]1. (6) Given the reactants [Cl:1][C:2]1[CH:10]=[CH:9][CH:8]=[C:7]2[C:3]=1[CH2:4][N:5]([C:11]([O:13][C@H:14]1[CH2:18][N:17]([C:19]([O:21][C:22]([CH3:25])([CH3:24])[CH3:23])=[O:20])[C@H:16]([C:26]([O:28]C)=[O:27])[CH2:15]1)=[O:12])[CH2:6]2.O[Li].O, predict the reaction product. The product is: [C:22]([O:21][C:19]([N:17]1[CH2:18][C@H:14]([O:13][C:11]([N:5]2[CH2:4][C:3]3[C:7](=[CH:8][CH:9]=[CH:10][C:2]=3[Cl:1])[CH2:6]2)=[O:12])[CH2:15][C@H:16]1[C:26]([OH:28])=[O:27])=[O:20])([CH3:25])([CH3:23])[CH3:24]. (7) Given the reactants [H-].[Na+].[CH3:3][C:4]1([CH2:9][CH2:10][CH:11]=[C:12]([CH3:14])[CH3:13])[CH2:6][CH:5]1[CH2:7][OH:8].I[CH3:16], predict the reaction product. The product is: [CH3:16][O:8][CH2:7][CH:5]1[CH2:6][C:4]1([CH3:3])[CH2:9][CH2:10][CH:11]=[C:12]([CH3:14])[CH3:13]. (8) Given the reactants I[CH2:2][CH2:3][CH2:4][C:5]1[CH:6]=[C:7]([O:11][CH2:12][C:13]2[CH:18]=[CH:17][CH:16]=[CH:15][CH:14]=2)[CH:8]=[CH:9][CH:10]=1.[OH:19][CH:20]([CH2:27][OH:28])[CH2:21][C:22]1[NH:23][CH:24]=[CH:25][N:26]=1.[H-].[Na+], predict the reaction product. The product is: [CH2:12]([O:11][C:7]1[CH:6]=[C:5]([CH2:4][CH2:3][CH2:2][N:23]2[CH:24]=[CH:25][N:26]=[C:22]2[CH2:21][CH:20]([OH:19])[CH2:27][OH:28])[CH:10]=[CH:9][CH:8]=1)[C:13]1[CH:18]=[CH:17][CH:16]=[CH:15][CH:14]=1. (9) Given the reactants [H-].[Na+].C(O[C:6](=[O:22])[CH2:7][N:8]=[C:9]([C:16]1[CH:21]=[CH:20][CH:19]=[CH:18][CH:17]=1)[C:10]1[CH:15]=[CH:14][CH:13]=[CH:12][CH:11]=1)C.Br.[NH2:24][C:25]1[C:30]([CH2:31]Br)=[CH:29][C:28]([Br:33])=[CH:27][N:26]=1, predict the reaction product. The product is: [C:9](=[N:8][CH:7]1[CH2:31][C:30]2[C:25](=[N:26][CH:27]=[C:28]([Br:33])[CH:29]=2)[NH:24][C:6]1=[O:22])([C:10]1[CH:11]=[CH:12][CH:13]=[CH:14][CH:15]=1)[C:16]1[CH:17]=[CH:18][CH:19]=[CH:20][CH:21]=1. (10) Given the reactants [C:1]1([S:7]([N:10]2[C:14]3[CH:15]=[N:16][C:17]([C:20]#[N:21])=[C:18]([OH:19])[C:13]=3[C:12]3[CH:22]=[C:23](Br)[CH:24]=[N:25][C:11]2=3)(=[O:9])=[O:8])[CH:6]=[CH:5][CH:4]=[CH:3][CH:2]=1.[N:27]1([CH2:33][C:34]2[CH:39]=[CH:38][C:37](B(O)O)=[CH:36][CH:35]=2)[CH2:32][CH2:31][CH2:30][CH2:29][CH2:28]1, predict the reaction product. The product is: [C:1]1([S:7]([N:10]2[C:14]3[CH:15]=[N:16][C:17]([C:20]#[N:21])=[C:18]([OH:19])[C:13]=3[C:12]3[CH:22]=[C:23]([C:37]4[CH:36]=[CH:35][C:34]([CH2:33][N:27]5[CH2:32][CH2:31][CH2:30][CH2:29][CH2:28]5)=[CH:39][CH:38]=4)[CH:24]=[N:25][C:11]2=3)(=[O:9])=[O:8])[CH:6]=[CH:5][CH:4]=[CH:3][CH:2]=1.